From a dataset of Reaction yield outcomes from USPTO patents with 853,638 reactions. Predict the reaction yield, written as a fraction of the theoretical maximum amount of product (1.0 means a 100% yield; for example, 0.34 means a 34% yield). (1) The reactants are C([O:8][C:9]([C:11]1([NH:17][C:18]([C@@H:20]2[CH2:24][CH2:23][CH2:22][O:21]2)=[O:19])[CH2:16][CH2:15][CH2:14][CH2:13][CH2:12]1)=[O:10])C1C=CC=CC=1. The catalyst is [C].[Pd].CO. The product is [O:21]1[CH2:22][CH2:23][CH2:24][C@H:20]1[C:18]([NH:17][C:11]1([C:9]([OH:10])=[O:8])[CH2:12][CH2:13][CH2:14][CH2:15][CH2:16]1)=[O:19]. The yield is 0.940. (2) The reactants are [CH3:1][C:2]1[N:37]=[C:5]2[N:6]([CH2:33][C:34](=O)[CH3:35])[C:7](=[O:32])[C:8]([CH2:13][C:14]3[CH:19]=[CH:18][C:17]([C:20]4[CH:25]=[CH:24][CH:23]=[CH:22][C:21]=4[C:26]4[NH:30][C:29](=[O:31])[O:28][N:27]=4)=[CH:16][CH:15]=3)=[C:9]([CH2:10][CH2:11][CH3:12])[N:4]2[N:3]=1.Cl.[NH2:39][O:40][CH3:41].N1C=CC=CC=1.Cl. The catalyst is O.C(OCC)(=O)C. The product is [CH3:41][O:40]/[N:39]=[C:34](/[CH3:35])\[CH2:33][N:6]1[C:7](=[O:32])[C:8]([CH2:13][C:14]2[CH:19]=[CH:18][C:17]([C:20]3[CH:25]=[CH:24][CH:23]=[CH:22][C:21]=3[C:26]3[NH:30][C:29](=[O:31])[O:28][N:27]=3)=[CH:16][CH:15]=2)=[C:9]([CH2:10][CH2:11][CH3:12])[N:4]2[N:3]=[C:2]([CH3:1])[N:37]=[C:5]12. The yield is 0.0800. (3) The reactants are [CH3:1][O:2][C:3]1[CH:4]=[C:5]2[C:9](=[CH:10][C:11]=1[O:12][CH3:13])[N:8]([CH2:14][CH2:15][CH2:16][N:17]1[CH2:23][CH2:22][CH2:21][N:20]([CH3:24])[CH2:19][CH2:18]1)[CH:7]=[C:6]2[C:25]1[NH:33][C:28]2=[N:29][CH:30]=[CH:31][CH:32]=[C:27]2[CH:26]=1.[F:34][C:35]([F:40])([F:39])[C:36]([OH:38])=[O:37].COC1C=C2C(=CC=1OC)N(CCCN1CCCN(C)CC1)C=C2C1N(S(C2C=CC(C)=CC=2)(=O)=O)C2=NC=CC=C2C=1. No catalyst specified. The product is [F:34][C:35]([F:40])([F:39])[C:36]([OH:38])=[O:37].[CH3:1][O:2][C:3]1[CH:4]=[C:5]2[C:9](=[CH:10][C:11]=1[O:12][CH3:13])[N:8]([CH2:14][CH2:15][CH2:16][N:17]1[CH2:23][CH2:22][CH2:21][N:20]([CH3:24])[CH2:19][CH2:18]1)[CH:7]=[C:6]2[C:25]1[NH:33][C:28]2=[N:29][CH:30]=[CH:31][CH:32]=[C:27]2[CH:26]=1. The yield is 0.450. (4) The reactants are [CH:1]1[C:6]([CH:7]=O)=[CH:5][C:4]2[O:9][CH2:10][O:11][C:3]=2[CH:2]=1.C1(P(C2C=CC=CC=2)C2C=CC=CC=2)C=CC=CC=1.[C:31](Br)(Br)([Br:33])[Br:32]. The catalyst is C(Cl)Cl. The product is [Br:32][C:31]([Br:33])=[CH:7][C:6]1[CH:1]=[CH:2][C:3]2[O:11][CH2:10][O:9][C:4]=2[CH:5]=1. The yield is 0.740. (5) The reactants are [CH3:1][S:2]([O:5][CH2:6][C@H:7]([CH2:13][C:14]1[CH:19]=[CH:18][C:17]2[O:20][CH2:21][O:22][C:16]=2[CH:15]=1)[C:8]([O:10]CC)=[O:9])(=[O:4])=[O:3].S(=O)(=O)(O)O.C([O-])(=O)C.[Na+].P(=O)(O)(O)O.P([O-])(O)(O)=O.[K+]. The catalyst is C(#N)C.C(O)(=O)C. The product is [CH3:1][S:2]([O:5][CH2:6][C@H:7]([CH2:13][C:14]1[CH:19]=[CH:18][C:17]2[O:20][CH2:21][O:22][C:16]=2[CH:15]=1)[C:8]([OH:10])=[O:9])(=[O:3])=[O:4]. The yield is 0.766. (6) The reactants are [CH:1]1([NH:7][C:8]([N:10]2[CH2:14][CH2:13][CH:12]([C:15]3[CH:20]=[CH:19][C:18]([O:21]CC4C=CC=CC=4)=[CH:17][C:16]=3[O:29]CC3C=CC=CC=3)[CH2:11]2)=[O:9])[CH2:6][CH2:5][CH2:4][CH2:3][CH2:2]1. The catalyst is CO.C(OCC)(=O)C.[Pd]. The product is [CH:1]1([NH:7][C:8]([N:10]2[CH2:14][CH2:13][CH:12]([C:15]3[CH:20]=[CH:19][C:18]([OH:21])=[CH:17][C:16]=3[OH:29])[CH2:11]2)=[O:9])[CH2:6][CH2:5][CH2:4][CH2:3][CH2:2]1. The yield is 1.00. (7) The reactants are [Br:1][C:2]1[CH:7]=[CH:6][CH:5]=[CH:4][C:3]=1I.B(O)(O)[C:10]1[CH:11]=[CH:12][C:13]([C:16]2[CH:17]=[CH:18][CH:19]=[CH:20][CH:21]=2)=[CH:14][CH:15]=1.C(=O)([O-])[O-].[Na+].[Na+]. The product is [Br:1][C:2]1[CH:7]=[CH:6][C:5]([C:17]2[CH:18]=[CH:19][CH:20]=[CH:21][C:16]=2[C:13]2[CH:12]=[CH:11][CH:10]=[CH:15][CH:14]=2)=[CH:4][CH:3]=1. The catalyst is C1C=CC([P]([Pd]([P](C2C=CC=CC=2)(C2C=CC=CC=2)C2C=CC=CC=2)([P](C2C=CC=CC=2)(C2C=CC=CC=2)C2C=CC=CC=2)[P](C2C=CC=CC=2)(C2C=CC=CC=2)C2C=CC=CC=2)(C2C=CC=CC=2)C2C=CC=CC=2)=CC=1.C1(C)C=CC=CC=1. The yield is 0.880. (8) The reactants are [CH3:1][O:2][C:3]1[CH:11]=[C:10]([CH3:12])[CH:9]=[CH:8][C:4]=1[C:5](O)=[O:6].CC[N:15]=C=NCCCN(C)C.C1C=CC2N(O)N=NC=2C=1.N. The catalyst is ClCCl. The product is [CH3:1][O:2][C:3]1[CH:11]=[C:10]([CH3:12])[CH:9]=[CH:8][C:4]=1[C:5]([NH2:15])=[O:6]. The yield is 0.830.